From a dataset of Full USPTO retrosynthesis dataset with 1.9M reactions from patents (1976-2016). Predict the reactants needed to synthesize the given product. (1) The reactants are: [CH2:1]([Mg]Br)[CH3:2].[C:5]([CH:7]([CH:14]=[CH2:15])[CH2:8][C:9]([O:11]CC)=O)#[N:6].O. Given the product [CH:14]([CH:7]1[C:5]2([CH2:2][CH2:1]2)[NH:6][C:9](=[O:11])[CH2:8]1)=[CH2:15], predict the reactants needed to synthesize it. (2) Given the product [NH2:1][C:2]1[N:7]=[C:6]([C:8]2[CH:9]=[CH:10][CH:11]=[CH:12][CH:13]=2)[C:5]([C:14]2[CH:19]=[CH:18][C:17](=[O:20])[N:16]([CH:21]([CH3:23])[CH3:22])[N:15]=2)=[N:4][CH:3]=1, predict the reactants needed to synthesize it. The reactants are: [NH2:1][C:2]1[C:3](C(O)=O)=[N:4][C:5]([C:14]2[CH:19]=[CH:18][C:17](=[O:20])[N:16]([CH:21]([CH3:23])[CH3:22])[N:15]=2)=[C:6]([C:8]2[CH:13]=[CH:12][CH:11]=[CH:10][CH:9]=2)[N:7]=1. (3) Given the product [ClH:3].[NH2:5][C@H:6]([CH2:11][CH3:12])[CH2:7][C:8]([O:10][CH3:13])=[O:9], predict the reactants needed to synthesize it. The reactants are: O=S(Cl)[Cl:3].[NH2:5][C@H:6]([CH2:11][CH3:12])[CH2:7][C:8]([OH:10])=[O:9].[CH3:13]O. (4) Given the product [F:36][C:30]1[CH:31]=[CH:32][CH:33]=[C:34]([F:35])[C:29]=1[S:26]([NH:25][C:21]1[CH:22]=[CH:23][CH:24]=[C:19]([C:9]2[N:10]=[C:11]([N:13]3[CH2:18][CH2:17][O:16][CH2:15][CH2:14]3)[S:12][C:8]=2[C:6]2[CH:5]=[CH:4][N:3]=[C:2]([NH:38][CH2:39][CH2:40][S:41]([CH3:44])(=[O:43])=[O:42])[N:7]=2)[C:20]=1[F:37])(=[O:28])=[O:27], predict the reactants needed to synthesize it. The reactants are: Cl[C:2]1[N:7]=[C:6]([C:8]2[S:12][C:11]([N:13]3[CH2:18][CH2:17][O:16][CH2:15][CH2:14]3)=[N:10][C:9]=2[C:19]2[C:20]([F:37])=[C:21]([NH:25][S:26]([C:29]3[C:34]([F:35])=[CH:33][CH:32]=[CH:31][C:30]=3[F:36])(=[O:28])=[O:27])[CH:22]=[CH:23][CH:24]=2)[CH:5]=[CH:4][N:3]=1.[NH2:38][CH2:39][CH2:40][S:41]([CH3:44])(=[O:43])=[O:42]. (5) Given the product [NH2:45][C:43](=[O:44])[CH2:42][C:38]1[CH:37]=[C:36]([C:2]2[N:3]=[C:4]([NH:23][CH2:24][CH:25]([CH3:27])[CH3:26])[C:5]3[N:6]([C:8]([C:11]4[CH:22]=[CH:21][C:14]([C:15]([NH:17][CH:18]5[CH2:19][CH2:20]5)=[O:16])=[CH:13][CH:12]=4)=[CH:9][N:10]=3)[CH:7]=2)[CH:41]=[CH:40][CH:39]=1, predict the reactants needed to synthesize it. The reactants are: Br[C:2]1[N:3]=[C:4]([NH:23][CH2:24][CH:25]([CH3:27])[CH3:26])[C:5]2[N:6]([C:8]([C:11]3[CH:22]=[CH:21][C:14]([C:15]([NH:17][CH:18]4[CH2:20][CH2:19]4)=[O:16])=[CH:13][CH:12]=3)=[CH:9][N:10]=2)[CH:7]=1.CC1(C)C(C)(C)OB([C:36]2[CH:37]=[C:38]([CH2:42][C:43]([NH2:45])=[O:44])[CH:39]=[CH:40][CH:41]=2)O1.C(O)CC.C(=O)([O-])[O-].[K+].[K+]. (6) Given the product [CH2:34]([O:33][CH:31]([N:29]1[C:28]2[S:36][C:37]([C:39]([O:41][CH2:42][CH3:43])=[O:40])=[CH:38][C:27]=2[C:26]([NH:16][C:14]([C:10]2[S:9][CH:13]=[CH:12][CH:11]=2)=[O:15])=[N:30]1)[CH3:32])[CH3:35], predict the reactants needed to synthesize it. The reactants are: N[C@@H]1CCCC[C@H]1N.[S:9]1[CH:13]=[CH:12][CH:11]=[C:10]1[C:14]([NH2:16])=[O:15].P([O-])([O-])([O-])=O.[K+].[K+].[K+].Br[C:26]1[C:27]2[CH:38]=[C:37]([C:39]([O:41][CH2:42][CH3:43])=[O:40])[S:36][C:28]=2[N:29]([CH:31]([O:33][CH2:34][CH3:35])[CH3:32])[N:30]=1. (7) The reactants are: [OH:1][C:2]([C:4]([F:7])([F:6])[F:5])=[O:3].C([N:15]([C@@H:19]1[CH2:24][CH2:23][CH2:22][CH2:21][C@H:20]1[CH2:25][N:26]1[CH2:31][CH2:30][CH2:29][CH2:28][CH2:27]1)C(=O)O)C1C=CC=CC=1. Given the product [N:26]1([CH2:25][C@@H:20]2[CH2:21][CH2:22][CH2:23][CH2:24][C@H:19]2[NH2:15])[CH2:31][CH2:30][CH2:29][CH2:28][CH2:27]1.[C:2]([OH:3])([C:4]([F:7])([F:6])[F:5])=[O:1], predict the reactants needed to synthesize it. (8) The reactants are: Cl[O-].[Na+].[OH:4][C:5]1[CH:6]=[C:7]([CH:11]=[CH:12][CH:13]=1)[C:8]([OH:10])=[O:9].[OH-].[Na+].[I-:16].[Na+]. Given the product [OH:4][C:5]1[CH:6]=[C:7]([CH:11]=[CH:12][C:13]=1[I:16])[C:8]([OH:10])=[O:9], predict the reactants needed to synthesize it. (9) Given the product [Br:1][C:2]1[CH:3]=[CH:4][C:5]2[S:9][C:8](=[O:10])[N:7]([CH2:19][CH2:20][O:21][CH3:22])[C:6]=2[CH:11]=1, predict the reactants needed to synthesize it. The reactants are: [Br:1][C:2]1[CH:3]=[CH:4][C:5]2[S:9][C:8](=[O:10])[NH:7][C:6]=2[CH:11]=1.C(=O)([O-])[O-].[K+].[K+].Br[CH2:19][CH2:20][O:21][CH3:22]. (10) Given the product [CH3:1][O:2][C:3]([C:4]1[CH:9]=[C:8]([NH2:10])[C:7]2[N:6]([N:25]=[C:33]([C:31]3[S:32][C:28]([CH3:27])=[CH:29][CH:30]=3)[N:11]=2)[CH:5]=1)=[O:12], predict the reactants needed to synthesize it. The reactants are: [CH3:1][O:2][C:3](=[O:12])[C:4]1[CH:9]=[C:8]([NH2:10])[C:7]([NH2:11])=[N:6][CH:5]=1.C1(C)C=C(C)C=C(C)C=1S(O[NH2:25])(=O)=O.[CH3:27][C:28]1[S:32][C:31]([CH:33]=O)=[CH:30][CH:29]=1.